This data is from Forward reaction prediction with 1.9M reactions from USPTO patents (1976-2016). The task is: Predict the product of the given reaction. (1) Given the reactants [CH3:1][N:2]1[C:6]2=[N:7][C:8]([N:11]3[CH:16]=[CH:15][C:14]([C:17]4[CH:22]=[CH:21][C:20]([C:23]([F:26])([F:25])[F:24])=[CH:19][N:18]=4)=[CH:13][C:12]3=[O:27])=[CH:9][CH:10]=[C:5]2[C:4]2[CH2:28][N:29](C(OC(C)(C)C)=O)[CH2:30][CH2:31][C:3]1=2.[ClH:39], predict the reaction product. The product is: [ClH:39].[CH3:1][N:2]1[C:6]2=[N:7][C:8]([N:11]3[CH:16]=[CH:15][C:14]([C:17]4[CH:22]=[CH:21][C:20]([C:23]([F:24])([F:25])[F:26])=[CH:19][N:18]=4)=[CH:13][C:12]3=[O:27])=[CH:9][CH:10]=[C:5]2[C:4]2[CH2:28][NH:29][CH2:30][CH2:31][C:3]1=2. (2) Given the reactants [C:1]1(=[O:11])[O:6][C:4](=O)[C:3]2=[CH:7][CH:8]=[CH:9][CH:10]=[C:2]12.[C:12]([O:16][C:17]([CH3:20])([CH3:19])[CH3:18])(=[O:15])[NH:13][NH2:14], predict the reaction product. The product is: [O:11]=[C:1]1[C:2]2[C:3](=[CH:7][CH:8]=[CH:9][CH:10]=2)[C:4](=[O:6])[N:14]1[NH:13][C:12](=[O:15])[O:16][C:17]([CH3:20])([CH3:19])[CH3:18]. (3) Given the reactants C([O:3][C:4](=[O:34])[CH2:5][N:6]1[C:14]2[C:9](=[CH:10][C:11]([F:15])=[CH:12][CH:13]=2)[C:8]([CH2:16][C:17]2[CH:22]=[CH:21][CH:20]=[CH:19][C:18]=2[S:23]([CH2:26][C:27]2[CH:32]=[CH:31][CH:30]=[CH:29][CH:28]=2)(=[O:25])=[O:24])=[C:7]1[CH3:33])C.[OH-].[K+], predict the reaction product. The product is: [CH2:26]([S:23]([C:18]1[CH:19]=[CH:20][CH:21]=[CH:22][C:17]=1[CH2:16][C:8]1[C:9]2[C:14](=[CH:13][CH:12]=[C:11]([F:15])[CH:10]=2)[N:6]([CH2:5][C:4]([OH:34])=[O:3])[C:7]=1[CH3:33])(=[O:24])=[O:25])[C:27]1[CH:28]=[CH:29][CH:30]=[CH:31][CH:32]=1. (4) Given the reactants [Cl:1][C:2]1[N:11]=[CH:10][CH:9]=[C:8]2[C:3]=1[C:4]1[CH:16]=[C:15]([F:17])[CH:14]=[CH:13][C:5]=1[N:6]=[C:7]2Cl.N[C:19]1[CH:20]=[C:21]([CH:24]=[CH:25][C:26]=1[CH3:27])[C:22]#[N:23].[CH3:28][Si]([N-][Si](C)(C)C)(C)C.[Na+], predict the reaction product. The product is: [Cl:1][C:2]1[C:3]2[C:8](=[C:7]([NH:6][C:19]3[CH:20]=[C:21]([CH:24]=[CH:25][C:26]=3[CH3:27])[C:22]#[N:23])[CH:28]=[C:5]3[CH:13]=[CH:14][C:15]([F:17])=[CH:16][C:4]3=2)[CH:9]=[CH:10][N:11]=1. (5) Given the reactants C([N:8]1[CH2:12][CH2:11][C:10]([C:15]2[CH:20]=[C:19]([F:21])[CH:18]=[C:17]([Cl:22])[CH:16]=2)([O:13][CH3:14])[CH2:9]1)C1C=CC=CC=1.ClC(OC(Cl)C)=O, predict the reaction product. The product is: [Cl:22][C:17]1[CH:16]=[C:15]([C:10]2([O:13][CH3:14])[CH2:11][CH2:12][NH:8][CH2:9]2)[CH:20]=[C:19]([F:21])[CH:18]=1.